This data is from Reaction yield outcomes from USPTO patents with 853,638 reactions. The task is: Predict the reaction yield, written as a fraction of the theoretical maximum amount of product (1.0 means a 100% yield; for example, 0.34 means a 34% yield). (1) The reactants are [NH2:1][C:2]1[CH:7]=[C:6]([CH2:8][O:9][C:10]2[C:19]3[C:14](=[CH:15][CH:16]=[CH:17][CH:18]=3)[C:13]([N+:20]([O-])=O)=[CH:12][CH:11]=2)[CH:5]=[CH:4][N:3]=1. The catalyst is CO.C(O)(=O)C.[Pt]. The product is [NH2:1][C:2]1[CH:7]=[C:6]([CH2:8][O:9][C:10]2[C:19]3[C:14](=[CH:15][CH:16]=[CH:17][CH:18]=3)[C:13]([NH2:20])=[CH:12][CH:11]=2)[CH:5]=[CH:4][N:3]=1. The yield is 0.940. (2) The reactants are [NH2:1][C:2](=[S:14])[CH2:3][N:4]1[CH:8]=[C:7]([C:9]([O:11][CH2:12][CH3:13])=[O:10])[CH:6]=[N:5]1.Br[CH2:16][C:17]([C:19]1[CH:24]=[CH:23][C:22]([N+:25]([O-:27])=[O:26])=[CH:21][CH:20]=1)=O. The catalyst is C(O)C. The product is [N+:25]([C:22]1[CH:23]=[CH:24][C:19]([C:17]2[N:1]=[C:2]([CH2:3][N:4]3[CH:8]=[C:7]([C:9]([O:11][CH2:12][CH3:13])=[O:10])[CH:6]=[N:5]3)[S:14][CH:16]=2)=[CH:20][CH:21]=1)([O-:27])=[O:26]. The yield is 0.890.